From a dataset of Catalyst prediction with 721,799 reactions and 888 catalyst types from USPTO. Predict which catalyst facilitates the given reaction. (1) Reactant: [C:1](OO[C:1](=O)[C:2]1[CH:7]=C[CH:5]=[CH:4][CH:3]=1)(=O)[C:2]1[CH:7]=C[CH:5]=[CH:4][CH:3]=1.C1C(=O)N([Br:26])C(=O)C1.[F:27][C:28]1[CH:33]=[CH:32][C:31]([CH3:34])=[CH:30][C:29]=1[CH2:35][C:36]([OH:38])=O.CSC.B. Product: [CH3:5][CH2:4][CH2:3][CH:2]([CH3:7])[CH3:1].[Br:26][CH2:34][C:31]1[CH:32]=[CH:33][C:28]([F:27])=[C:29]([CH2:35][CH2:36][OH:38])[CH:30]=1. The catalyst class is: 539. (2) Reactant: C(O)(=O)C.[CH:5]([NH2:7])=[NH:6].[O-]CC.[Na+].[CH2:12]([O:14][C:15](=[O:25])[C:16](=[C:20](OCC)[CH3:21])[C:17]([CH3:19])=O)[CH3:13]. Product: [CH3:19][C:17]1[C:16]([C:15]([O:14][CH2:12][CH3:13])=[O:25])=[C:20]([CH3:21])[N:7]=[CH:5][N:6]=1. The catalyst class is: 8. (3) Reactant: Br[CH2:2][C:3]1[N:4]=[C:5]([C:23]2[CH:28]=[CH:27][C:26]([C:29]([F:32])([F:31])[F:30])=[CH:25][CH:24]=2)[S:6][C:7]=1[CH2:8][O:9][C:10]1[CH:15]=[CH:14][C:13]([C:16]2[NH:20][C:19](=[O:21])[O:18][N:17]=2)=[C:12]([F:22])[CH:11]=1.[N-:33]=[N+:34]=[N-:35].[Na+]. Product: [N:33]([CH2:2][C:3]1[N:4]=[C:5]([C:23]2[CH:28]=[CH:27][C:26]([C:29]([F:32])([F:31])[F:30])=[CH:25][CH:24]=2)[S:6][C:7]=1[CH2:8][O:9][C:10]1[CH:15]=[CH:14][C:13]([C:16]2[NH:20][C:19](=[O:21])[O:18][N:17]=2)=[C:12]([F:22])[CH:11]=1)=[N+:34]=[N-:35]. The catalyst class is: 9. (4) Reactant: [CH3:1][C:2]1([CH3:22])[CH2:6][N:5]([C:7]2[CH:12]=[CH:11][C:10]([C:13]#[C:14][C:15]3[CH:20]=[CH:19][CH:18]=[CH:17][CH:16]=3)=[CH:9][N:8]=2)[C:4](=[O:21])[NH:3]1.[H-].[Na+].IC.[C:27]([O-])(O)=O.[Na+]. Product: [CH3:27][N:3]1[C:2]([CH3:22])([CH3:1])[CH2:6][N:5]([C:7]2[CH:12]=[CH:11][C:10]([C:13]#[C:14][C:15]3[CH:16]=[CH:17][CH:18]=[CH:19][CH:20]=3)=[CH:9][N:8]=2)[C:4]1=[O:21]. The catalyst class is: 3. (5) Reactant: [OH:1][CH:2]1[CH2:7][CH2:6][CH:5]([CH2:8][C:9]([O:11][CH3:12])=[O:10])[CH2:4][CH2:3]1.CN(C1C=CC=CN=1)C.[CH3:22][C:23]1[CH:28]=[CH:27][C:26]([S:29](Cl)(=[O:31])=[O:30])=[CH:25][CH:24]=1. Product: [S:29]([O:1][CH:2]1[CH2:3][CH2:4][CH:5]([CH2:8][C:9]([O:11][CH3:12])=[O:10])[CH2:6][CH2:7]1)([C:26]1[CH:27]=[CH:28][C:23]([CH3:22])=[CH:24][CH:25]=1)(=[O:31])=[O:30]. The catalyst class is: 2.